This data is from CYP3A4 inhibition data for predicting drug metabolism from PubChem BioAssay. The task is: Regression/Classification. Given a drug SMILES string, predict its absorption, distribution, metabolism, or excretion properties. Task type varies by dataset: regression for continuous measurements (e.g., permeability, clearance, half-life) or binary classification for categorical outcomes (e.g., BBB penetration, CYP inhibition). Dataset: cyp3a4_veith. The drug is Cc1n[nH]c(C)c1S(=O)(=O)N1CCOCC1. The result is 0 (non-inhibitor).